Dataset: Forward reaction prediction with 1.9M reactions from USPTO patents (1976-2016). Task: Predict the product of the given reaction. (1) Given the reactants [NH2:1][CH2:2][C@@H:3]1[O:7][C:6](=[O:8])[N:5]([C:9]2[CH:14]=[CH:13][C:12]([S:15]([CH3:17])=[O:16])=[C:11]([F:18])[CH:10]=2)[CH2:4]1.[C:19](SCC)(=[S:21])[CH3:20], predict the reaction product. The product is: [C:19]([NH:1][CH2:2][C@@H:3]1[O:7][C:6](=[O:8])[N:5]([C:9]2[CH:14]=[CH:13][C:12]([S:15]([CH3:17])=[O:16])=[C:11]([F:18])[CH:10]=2)[CH2:4]1)(=[S:21])[CH3:20]. (2) Given the reactants [F:1][C:2]1[CH:7]=[CH:6][C:5]([CH:8]([C:14]([O:16]CC)=[O:15])[C:9]([O:11]CC)=[O:10])=[CH:4][CH:3]=1.[OH-].[Na+].Cl, predict the reaction product. The product is: [F:1][C:2]1[CH:7]=[CH:6][C:5]([CH:8]([C:9]([OH:11])=[O:10])[C:14]([OH:16])=[O:15])=[CH:4][CH:3]=1. (3) Given the reactants [Br:1][C:2]1[CH:3]=[CH:4][C:5]([S:10][CH3:11])=[C:6]([CH:9]=1)[CH:7]=O.[CH3:12][O:13][NH3+:14].[Cl-].O, predict the reaction product. The product is: [CH3:12][O:13][N:14]=[CH:7][C:6]1[CH:9]=[C:2]([Br:1])[CH:3]=[CH:4][C:5]=1[S:10][CH3:11].